From a dataset of Forward reaction prediction with 1.9M reactions from USPTO patents (1976-2016). Predict the product of the given reaction. Given the reactants I[C:2]1[C:10]2[CH:9]=[N:8][CH:7]=[N:6][C:5]=2[N:4]([CH2:11][O:12][CH2:13][CH2:14][Si:15]([CH3:18])([CH3:17])[CH3:16])[CH:3]=1.[C:19]1([C:25](=[N:32][C:33]2[CH:34]=[N:35][CH:36]=[C:37]([CH:44]=2)[C:38](N(OC)C)=[O:39])[C:26]2[CH:31]=[CH:30][CH:29]=[CH:28][CH:27]=2)[CH:24]=[CH:23][CH:22]=[CH:21][CH:20]=1, predict the reaction product. The product is: [C:19]1([C:25](=[N:32][C:33]2[CH:44]=[C:37]([C:38]([C:2]3[C:10]4[CH:9]=[N:8][CH:7]=[N:6][C:5]=4[N:4]([CH2:11][O:12][CH2:13][CH2:14][Si:15]([CH3:18])([CH3:17])[CH3:16])[CH:3]=3)=[O:39])[CH:36]=[N:35][CH:34]=2)[C:26]2[CH:31]=[CH:30][CH:29]=[CH:28][CH:27]=2)[CH:24]=[CH:23][CH:22]=[CH:21][CH:20]=1.